Dataset: NCI-60 drug combinations with 297,098 pairs across 59 cell lines. Task: Regression. Given two drug SMILES strings and cell line genomic features, predict the synergy score measuring deviation from expected non-interaction effect. Drug 1: COC1=C(C=C2C(=C1)N=CN=C2NC3=CC(=C(C=C3)F)Cl)OCCCN4CCOCC4. Drug 2: C1=C(C(=O)NC(=O)N1)F. Cell line: BT-549. Synergy scores: CSS=38.5, Synergy_ZIP=-8.84, Synergy_Bliss=-6.39, Synergy_Loewe=-1.59, Synergy_HSA=-0.0565.